This data is from Reaction yield outcomes from USPTO patents with 853,638 reactions. The task is: Predict the reaction yield, written as a fraction of the theoretical maximum amount of product (1.0 means a 100% yield; for example, 0.34 means a 34% yield). (1) The product is [CH2:1]([O:3][C:4](=[O:10])[CH:5]([CH3:9])[C:6]([NH:19][CH2:18][C:17]([F:21])([F:20])[F:16])=[O:8])[CH3:2]. The reactants are [CH2:1]([O:3][C:4](=[O:10])[CH:5]([CH3:9])[C:6]([OH:8])=O)[CH3:2].O1CCCC1.[F:16][C:17]([F:21])([F:20])[CH2:18][NH2:19].Cl.CN(C)CCCN=C=NCC.C(N(CC)C(C)C)(C)C. The yield is 0.610. The catalyst is Cl. (2) The reactants are C[O:2][C:3]1[CH:8]=[CH:7][C:6]([C:9]2([C:17]3[CH:22]=[CH:21][CH:20]=[C:19]([O:23][C:24]4[CH:29]=[CH:28][CH:27]=[CH:26][CH:25]=4)[CH:18]=3)[NH:13][C:12](=[S:14])[N:11]([CH3:15])[C:10]2=[O:16])=[CH:5][CH:4]=1.B(Br)(Br)Br.C(OCC)(=O)C. The catalyst is ClCCl.[Cl-].[Na+].O. The product is [OH:2][C:3]1[CH:8]=[CH:7][C:6]([C:9]2([C:17]3[CH:22]=[CH:21][CH:20]=[C:19]([O:23][C:24]4[CH:25]=[CH:26][CH:27]=[CH:28][CH:29]=4)[CH:18]=3)[NH:13][C:12](=[S:14])[N:11]([CH3:15])[C:10]2=[O:16])=[CH:5][CH:4]=1. The yield is 1.02. (3) The reactants are [C:1]1([C:8]2[CH:13]=[CH:12][CH:11]=[CH:10][CH:9]=2)[C:2]([NH2:7])=[CH:3][CH:4]=[CH:5][CH:6]=1.P(=O)(O)(O)O.[N+]([O-])(O)=O.[N:23]([O-])=O.[Na+].C([O-])(=O)C.[K+].[C:32]([CH2:35][C:36](=[O:38])[CH3:37])(=[O:34])[CH3:33]. The catalyst is O.C(O)C. The product is [C:1]1([C:8]2[CH:9]=[CH:10][CH:11]=[CH:12][CH:13]=2)[CH:6]=[CH:5][CH:4]=[CH:3][C:2]=1[NH:7][N:23]=[C:35]([C:36](=[O:38])[CH3:37])[C:32](=[O:34])[CH3:33]. The yield is 0.510. (4) The reactants are CCN(CC)CC.[NH2:8][C:9]1[CH:10]=[C:11]([CH:17]=[CH:18][CH:19]=1)[C:12]([O:14]CC)=[O:13].N1P(Cl)(Cl)=NP(Cl)(Cl)=NP=1(Cl)Cl.[Br:32][C:33]1[C:34]([CH3:51])=[N:35][O:36][C:37]=1[NH:38][S:39]([C:42]1[CH:46]=[CH:45][S:44][C:43]=1[C:47](OC)=[O:48])(=[O:41])=[O:40]. The catalyst is C1COCC1.O. The product is [Br:32][C:33]1[C:34]([CH3:51])=[N:35][O:36][C:37]=1[NH:38][S:39]([C:42]1[CH:46]=[CH:45][S:44][C:43]=1[C:47]([NH:8][C:9]1[CH:19]=[CH:18][CH:17]=[C:11]([C:12]([OH:14])=[O:13])[CH:10]=1)=[O:48])(=[O:40])=[O:41]. The yield is 0.116.